From a dataset of Full USPTO retrosynthesis dataset with 1.9M reactions from patents (1976-2016). Predict the reactants needed to synthesize the given product. Given the product [NH2:18][CH2:19][CH2:20][C:21]1[C:26]([C:27]([O:29][CH2:30][CH3:31])=[O:28])=[C:25]([C:32]2[CH:37]=[CH:36][C:35]([O:38][CH3:39])=[CH:34][CH:33]=2)[N:24]=[C:23]2[NH:40][N:41]=[C:42]([CH3:43])[C:22]=12, predict the reactants needed to synthesize it. The reactants are: FC(F)(F)C(O)=O.C(OC([NH:18][CH2:19][CH2:20][C:21]1[C:26]([C:27]([O:29][CH2:30][CH3:31])=[O:28])=[C:25]([C:32]2[CH:37]=[CH:36][C:35]([O:38][CH3:39])=[CH:34][CH:33]=2)[N:24]=[C:23]2[NH:40][N:41]=[C:42]([CH3:43])[C:22]=12)=O)C1C=CC=CC=1.